Dataset: Reaction yield outcomes from USPTO patents with 853,638 reactions. Task: Predict the reaction yield, written as a fraction of the theoretical maximum amount of product (1.0 means a 100% yield; for example, 0.34 means a 34% yield). (1) The reactants are [F:1][C:2]1[C:9]([OH:10])=[CH:8][CH:7]=[C:6]([F:11])[C:3]=1[CH:4]=[O:5].Br[CH2:13][CH2:14][O:15][CH:16]1[CH2:21][CH2:20][CH2:19][CH2:18][O:17]1.C(=O)([O-])[O-].[K+].[K+].O. The catalyst is CN(C)C=O. The product is [F:1][C:2]1[C:9]([O:10][CH2:13][CH2:14][O:15][CH:16]2[CH2:21][CH2:20][CH2:19][CH2:18][O:17]2)=[CH:8][CH:7]=[C:6]([F:11])[C:3]=1[CH:4]=[O:5]. The yield is 0.660. (2) The reactants are [Cl:1][C:2]1[CH:7]=[C:6]([N+:8]([O-:10])=[O:9])[CH:5]=[C:4]([CH3:11])[C:3]=1[NH2:12].[CH:13]1([CH2:18][C:19](Cl)=[O:20])[CH2:17][CH2:16][CH2:15][CH2:14]1. The catalyst is C(#N)C. The product is [Cl:1][C:2]1[CH:7]=[C:6]([N+:8]([O-:10])=[O:9])[CH:5]=[C:4]([CH3:11])[C:3]=1[NH:12][C:19](=[O:20])[CH2:18][CH:13]1[CH2:17][CH2:16][CH2:15][CH2:14]1. The yield is 0.580. (3) The reactants are [CH3:1][C:2]1[N:7]=[C:6]([C:8]2[N:9]=[N:10][C:11]([C:14]3[CH:19]=[CH:18][CH:17]=[CH:16][N:15]=3)=[CH:12][CH:13]=2)[CH:5]=[CH:4][CH:3]=1.[Se](=O)=[O:21].ClC1C=CC=CC=1Cl.[OH2:31]. No catalyst specified. The product is [C:1]([C:2]1[CH:3]=[CH:4][CH:5]=[C:6]([C:8]2[N:9]=[N:10][C:11]([C:14]3[CH:19]=[CH:18][CH:17]=[CH:16][N:15]=3)=[CH:12][CH:13]=2)[N:7]=1)([OH:21])=[O:31]. The yield is 0.740. (4) The reactants are [NH2:1][C:2]1[C:7]([CH:8]=O)=[CH:6][N:5]=[C:4]([Cl:10])[CH:3]=1.[CH3:11][O:12][C:13]1[CH:14]=[C:15]([CH2:21][C:22](OC)=[O:23])[CH:16]=[C:17]([O:19][CH3:20])[CH:18]=1.C([O-])([O-])=O.[K+].[K+].O. The yield is 0.410. The product is [Cl:10][C:4]1[CH:3]=[C:2]2[C:7]([CH:8]=[C:21]([C:15]3[CH:16]=[C:17]([O:19][CH3:20])[CH:18]=[C:13]([O:12][CH3:11])[CH:14]=3)[C:22](=[O:23])[NH:1]2)=[CH:6][N:5]=1. The catalyst is CN(C=O)C. (5) The reactants are [CH3:1][C:2]([O:11][C:12]1[CH:17]=[CH:16][C:15]([CH2:18][N:19]2[C:23](=[O:24])[C:22]3([CH2:29][CH2:28][NH:27][CH2:26][CH2:25]3)[N:21]([C:30]3[CH:35]=[CH:34][CH:33]=[CH:32][CH:31]=3)[CH2:20]2)=[CH:14][CH:13]=1)([CH3:10])[C:3]([O:5][C:6]([CH3:9])([CH3:8])[CH3:7])=[O:4].C(=O)([O-])[O-].[K+].[K+].I[CH2:43][CH2:44][CH2:45][N:46]1[C:50]2[CH:51]=[CH:52][CH:53]=[CH:54][C:49]=2[NH:48][C:47]1=[O:55]. The catalyst is CN(C)C=O.C(OCC)(=O)C. The product is [CH3:10][C:2]([O:11][C:12]1[CH:13]=[CH:14][C:15]([CH2:18][N:19]2[C:23](=[O:24])[C:22]3([CH2:29][CH2:28][N:27]([CH2:43][CH2:44][CH2:45][N:46]4[C:50]5[CH:51]=[CH:52][CH:53]=[CH:54][C:49]=5[NH:48][C:47]4=[O:55])[CH2:26][CH2:25]3)[N:21]([C:30]3[CH:31]=[CH:32][CH:33]=[CH:34][CH:35]=3)[CH2:20]2)=[CH:16][CH:17]=1)([CH3:1])[C:3]([O:5][C:6]([CH3:7])([CH3:8])[CH3:9])=[O:4]. The yield is 0.860. (6) The reactants are [CH2:1]([O:3][C:4](=[O:23])[C:5]([CH3:22])([CH3:21])[CH2:6][CH2:7][CH2:8][CH2:9][O:10][CH2:11][CH2:12][CH2:13][CH2:14][C:15]([CH3:20])([CH3:19])[C:16](O)=[O:17])[CH3:2].C(Cl)(=O)C([Cl:27])=O. The catalyst is C(Cl)Cl. The product is [CH2:1]([O:3][C:4](=[O:23])[C:5]([CH3:22])([CH3:21])[CH2:6][CH2:7][CH2:8][CH2:9][O:10][CH2:11][CH2:12][CH2:13][CH2:14][C:15]([CH3:20])([CH3:19])[C:16]([Cl:27])=[O:17])[CH3:2]. The yield is 0.600. (7) The reactants are Cl.N1([C:7]2[CH:12]=[CH:11][C:10]([CH:13]3[CH2:18][CH2:17][CH2:16][N:15]([C:19](OC(C)(C)C)=O)[CH2:14]3)=[C:9](C)[CH:8]=2)CCCC1.[CH2:27]([N:29]([CH2:32][CH3:33])[CH2:30][CH3:31])C.Cl[C:35]1[N:40](C)[C:39](=[O:42])[CH:38]=[C:37]([C:43]2[CH:48]=[CH:47][N:46]=[CH:45][CH:44]=2)[N:36]=1.[C:49]([OH:56])(=[O:55])/[CH:50]=[CH:51]/[C:52]([OH:54])=[O:53]. The catalyst is C(OCC)(=O)C.CC(C)=O.O1CCCC1. The product is [C:49]([OH:56])(=[O:55])/[CH:50]=[CH:51]/[C:52]([OH:54])=[O:53].[CH3:35][N:40]1[C:39](=[O:42])[CH:38]=[C:37]([C:43]2[CH:44]=[CH:45][N:46]=[CH:47][CH:48]=2)[N:36]=[C:19]1[N:15]1[CH2:16][CH2:17][CH2:18][CH:13]([C:10]2[CH:9]=[CH:8][C:7]([CH2:27][N:29]3[CH2:32][CH2:33][CH2:31][CH2:30]3)=[CH:12][CH:11]=2)[CH2:14]1. The yield is 0.760. (8) The product is [CH:28]1([CH2:33][C@H:34]([C:38]2[CH:43]=[CH:42][C:41]([S:44]([CH3:47])(=[O:46])=[O:45])=[CH:40][CH:39]=2)[C:35]([NH:48][C:49]2[S:50][C:51]([CH3:54])=[CH:52][N:53]=2)=[O:37])[CH2:29][CH2:30][CH2:31][CH2:32]1. The yield is 0.560. The reactants are C1(P(C2C=CC=CC=2)C2C=CC=CC=2)C=CC=CC=1.BrN1C(=O)CCC1=O.[CH:28]1([CH2:33][C@H:34]([C:38]2[CH:43]=[CH:42][C:41]([S:44]([CH3:47])(=[O:46])=[O:45])=[CH:40][CH:39]=2)[C:35]([OH:37])=O)[CH2:32][CH2:31][CH2:30][CH2:29]1.[NH2:48][C:49]1[S:50][C:51]([CH3:54])=[CH:52][N:53]=1.Cl. The catalyst is C(Cl)Cl.O.C(OCC)(=O)C.